This data is from Retrosynthesis with 50K atom-mapped reactions and 10 reaction types from USPTO. The task is: Predict the reactants needed to synthesize the given product. Given the product N#Cc1nc2cccc([N+](=O)[O-])c2o1, predict the reactants needed to synthesize it. The reactants are: NC(=O)c1nc2cccc([N+](=O)[O-])c2o1.